Dataset: Forward reaction prediction with 1.9M reactions from USPTO patents (1976-2016). Task: Predict the product of the given reaction. (1) Given the reactants [C:1]([O:5][C:6]([N:8]([CH3:14])[C@H:9]([C:11]([OH:13])=O)[CH3:10])=[O:7])([CH3:4])([CH3:3])[CH3:2].ON1C2C=CC=CC=2N=N1.Cl.CN(C)CCCN=C=NCC.Cl.Cl.[NH2:39][C@@H:40]([C:67]1[CH:72]=[CH:71][CH:70]=[CH:69][CH:68]=1)[C:41]([N:43]1[C@H:48]([C:49]([NH:51][C@H:52]2[C:61]3[C:56](=[CH:57][CH:58]=[CH:59][CH:60]=3)[O:55][CH2:54][CH2:53]2)=[O:50])[CH2:47][N:46]2[CH2:62][C:63]([F:66])([F:65])[CH2:64][C@@H:45]2[CH2:44]1)=[O:42].C(N(C(C)C)C(C)C)C, predict the reaction product. The product is: [C:1]([O:5][C:6](=[O:7])[N:8]([C@@H:9]([CH3:10])[C:11]([NH:39][C@@H:40]([C:67]1[CH:68]=[CH:69][CH:70]=[CH:71][CH:72]=1)[C:41]([N:43]1[C@H:48]([C:49](=[O:50])[NH:51][C@H:52]2[C:61]3[C:56](=[CH:57][CH:58]=[CH:59][CH:60]=3)[O:55][CH2:54][CH2:53]2)[CH2:47][N:46]2[CH2:62][C:63]([F:65])([F:66])[CH2:64][C@@H:45]2[CH2:44]1)=[O:42])=[O:13])[CH3:14])([CH3:2])([CH3:3])[CH3:4]. (2) Given the reactants [NH2:1][C@@H:2]1[CH2:6][CH2:5][N:4]([CH2:7][C@@H:8]2[C@H:11]([NH:12][C:13](=[O:29])/[C:14](=[N:21]\[O:22][C:23]([CH3:28])([CH3:27])[C:24]([OH:26])=[O:25])/[C:15]3[N:16]=[C:17]([NH2:20])[S:18][CH:19]=3)[C:10](=[O:30])[N:9]2[S:31]([OH:34])(=[O:33])=[O:32])[C:3]1=[O:35].Cl.[N:37]1([C:42](=N)[NH2:43])C=CC=N1, predict the reaction product. The product is: [NH2:20][C:17]1[S:18][CH:19]=[C:15](/[C:14](=[N:21]/[O:22][C:23]([CH3:28])([CH3:27])[C:24]([OH:26])=[O:25])/[C:13]([NH:12][C@@H:11]2[C:10](=[O:30])[N:9]([S:31]([OH:34])(=[O:32])=[O:33])[C@@H:8]2[CH2:7][N:4]2[CH2:5][CH2:6][C@@H:2]([NH:1][C:42]([NH2:43])=[NH:37])[C:3]2=[O:35])=[O:29])[N:16]=1. (3) Given the reactants [CH:1]1([N:6]2[CH2:12][C:11]([F:14])([F:13])[C:10](=[O:15])[N:9]([CH3:16])[C:8]3[CH:17]=[N:18][C:19]([NH:21][C:22]4[CH:36]=[CH:35][C:25]([C:26]([NH:28][CH:29]5[CH2:34][CH2:33][NH:32][CH2:31][CH2:30]5)=[O:27])=[CH:24][C:23]=4[O:37][CH3:38])=[N:20][C:7]2=3)[CH2:5][CH2:4][CH2:3][CH2:2]1.[CH3:39][N:40]([CH3:45])[CH2:41][C:42](Cl)=[O:43], predict the reaction product. The product is: [CH:1]1([N:6]2[CH2:12][C:11]([F:13])([F:14])[C:10](=[O:15])[N:9]([CH3:16])[C:8]3[CH:17]=[N:18][C:19]([NH:21][C:22]4[CH:36]=[CH:35][C:25]([C:26]([NH:28][CH:29]5[CH2:34][CH2:33][N:32]([C:42](=[O:43])[CH2:41][N:40]([CH3:45])[CH3:39])[CH2:31][CH2:30]5)=[O:27])=[CH:24][C:23]=4[O:37][CH3:38])=[N:20][C:7]2=3)[CH2:2][CH2:3][CH2:4][CH2:5]1. (4) Given the reactants [F:1][C:2]([F:13])([F:12])[C:3]1[CH:8]=[CH:7][C:6](B(O)O)=[CH:5][CH:4]=1.Br[C:15]1[CH:22]=[CH:21][C:18]([CH:19]=[O:20])=[CH:17][CH:16]=1.C(=O)([O-])[O-].[K+].[K+].CCOC(C)=O.CCCCCC, predict the reaction product. The product is: [F:1][C:2]([F:13])([F:12])[C:3]1[CH:8]=[CH:7][C:6]([C:15]2[CH:22]=[CH:21][C:18]([CH:19]=[O:20])=[CH:17][CH:16]=2)=[CH:5][CH:4]=1. (5) The product is: [C:1]([O:9][C:10]1([CH2:23][C:24]2[CH:29]=[CH:28][C:27]([O:32][CH3:33])=[C:26]([O:34][CH3:35])[CH:25]=2)[C:18]2[C:13](=[CH:14][CH:15]=[C:16]([CH3:19])[CH:17]=2)[N:12]([CH2:20][CH2:21][C:37]2[CH:42]=[CH:41][CH:40]=[CH:39][CH:38]=2)[C:11]1=[O:22])(=[O:8])[C:2]1[CH:3]=[CH:4][CH:5]=[CH:6][CH:7]=1. Given the reactants [C:1]([O:9][C:10]1([CH2:23][C:24]2[CH:29]=[C:28](OC)[C:27]([O:32][CH3:33])=[C:26]([O:34][CH3:35])[CH:25]=2)[C:18]2[C:13](=[CH:14][CH:15]=[C:16]([CH3:19])[CH:17]=2)[N:12]([CH2:20][CH3:21])[C:11]1=[O:22])(=[O:8])[C:2]1[CH:7]=[CH:6][CH:5]=[CH:4][CH:3]=1.C(OC1[C:42]2[C:37](=[CH:38][CH:39]=[C:40](C)[CH:41]=2)N(CC[C:37]2[CH:42]=[CH:41][CH:40]=[CH:39][CH:38]=2)C1=O)(=O)[C:37]1[CH:42]=[CH:41][CH:40]=[CH:39][CH:38]=1.BrCC1C=CC(OC)=C(OC)C=1, predict the reaction product. (6) Given the reactants [Cl:1][C:2]1[C:10]([F:11])=[C:9]2[C:5]([C:6]([S:20][C:21]3[C:22]([F:32])=[C:23]([CH:29]=[CH:30][CH:31]=3)[C:24]([O:26][CH2:27][CH3:28])=[O:25])=[CH:7][N:8]2[C:12]2[CH:13]=[N:14][N:15]([CH2:17][CH2:18][CH3:19])[CH:16]=2)=[CH:4][CH:3]=1.C1C(=O)N([Cl:40])C(=O)C1, predict the reaction product. The product is: [Cl:40][C:7]1[N:8]([C:12]2[CH:13]=[N:14][N:15]([CH2:17][CH2:18][CH3:19])[CH:16]=2)[C:9]2[C:5]([C:6]=1[S:20][C:21]1[C:22]([F:32])=[C:23]([CH:29]=[CH:30][CH:31]=1)[C:24]([O:26][CH2:27][CH3:28])=[O:25])=[CH:4][CH:3]=[C:2]([Cl:1])[C:10]=2[F:11]. (7) The product is: [CH3:32][CH:33]([CH3:36])[CH2:34][C:4]1[CH:5]=[C:6]2[C:11](=[CH:12][CH:13]=1)[O:10][C:9](=[O:14])[CH:8]=[C:7]2[NH:15][CH:16]1[CH2:17][CH2:18][N:19]([CH2:22][CH:23]=[CH:24][C:25]2[CH:30]=[CH:29][CH:28]=[CH:27][CH:26]=2)[CH2:20][CH2:21]1. Given the reactants N#N.Br[C:4]1[CH:5]=[C:6]2[C:11](=[CH:12][CH:13]=1)[O:10][C:9](=[O:14])[CH:8]=[C:7]2[NH:15][CH:16]1[CH2:21][CH2:20][N:19]([CH2:22][CH:23]=[CH:24][C:25]2[CH:30]=[CH:29][CH:28]=[CH:27][CH:26]=2)[CH2:18][CH2:17]1.[Br-].[CH3:32][CH:33]([CH3:36])[CH2:34][Zn+], predict the reaction product. (8) Given the reactants [Cl:1]N1C(=O)CCC1=O.C(#N)C.[CH:12]([C:16]1[C:17]([NH:28][CH2:29][C:30]([F:33])([F:32])[F:31])=[N:18][C:19]([N:23]2[CH:27]=[CH:26][CH:25]=[N:24]2)=[N:20][C:21]=1[Cl:22])([CH2:14][CH3:15])[CH3:13], predict the reaction product. The product is: [CH:12]([C:16]1[C:17]([NH:28][CH2:29][C:30]([F:32])([F:33])[F:31])=[N:18][C:19]([N:23]2[CH:27]=[C:26]([Cl:1])[CH:25]=[N:24]2)=[N:20][C:21]=1[Cl:22])([CH2:14][CH3:15])[CH3:13].